From a dataset of Peptide-MHC class I binding affinity with 185,985 pairs from IEDB/IMGT. Regression. Given a peptide amino acid sequence and an MHC pseudo amino acid sequence, predict their binding affinity value. This is MHC class I binding data. (1) The peptide sequence is YTISSESLVY. The MHC is HLA-A33:01 with pseudo-sequence HLA-A33:01. The binding affinity (normalized) is 0. (2) The peptide sequence is FRRVAHSSL. The MHC is HLA-B58:01 with pseudo-sequence HLA-B58:01. The binding affinity (normalized) is 0.0847. (3) The peptide sequence is FSKSTSPTR. The MHC is HLA-A33:01 with pseudo-sequence HLA-A33:01. The binding affinity (normalized) is 0.449. (4) The peptide sequence is VGEKACLEK. The MHC is HLA-A03:01 with pseudo-sequence HLA-A03:01. The binding affinity (normalized) is 0. (5) The peptide sequence is TLYAVATTI. The MHC is HLA-A02:03 with pseudo-sequence HLA-A02:03. The binding affinity (normalized) is 0.777. (6) The peptide sequence is LTASLVMLLV. The MHC is HLA-A68:02 with pseudo-sequence HLA-A68:02. The binding affinity (normalized) is 0.685. (7) The peptide sequence is YHHFKTIEL. The MHC is HLA-B39:01 with pseudo-sequence HLA-B39:01. The binding affinity (normalized) is 1.00. (8) The binding affinity (normalized) is 0.262. The peptide sequence is QLMYALEPR. The MHC is HLA-A68:01 with pseudo-sequence HLA-A68:01. (9) The peptide sequence is VICSFLVFL. The MHC is HLA-A68:02 with pseudo-sequence HLA-A68:02. The binding affinity (normalized) is 0.217.